Dataset: Full USPTO retrosynthesis dataset with 1.9M reactions from patents (1976-2016). Task: Predict the reactants needed to synthesize the given product. (1) Given the product [C:6]([C:7]1[CH:8]=[C:9]([O:19][C:20]2[CH:21]=[CH:22][C:23]([C:26]34[CH2:35][CH:30]5[CH2:31][CH:32]([CH2:34][C:28]([C:36]6[CH:37]=[CH:38][C:39]([O:42][C:43]7[CH:48]=[C:47]([C:49]#[CH:50])[CH:46]=[C:45]([C:55]#[CH:56])[CH:44]=7)=[CH:40][CH:41]=6)([CH2:29]5)[CH2:27]3)[CH2:33]4)=[CH:24][CH:25]=2)[CH:10]=[C:11]([C:13]#[CH:14])[CH:12]=1)#[CH:5], predict the reactants needed to synthesize it. The reactants are: C[Si]([C:5]#[C:6][C:7]1[CH:8]=[C:9]([O:19][C:20]2[CH:25]=[CH:24][C:23]([C:26]34[CH2:35][CH:30]5[CH2:31][CH:32]([CH2:34][C:28]([C:36]6[CH:41]=[CH:40][C:39]([O:42][C:43]7[CH:48]=[C:47]([C:49]#[C:50][Si](C)(C)C)[CH:46]=[C:45]([C:55]#[C:56][Si](C)(C)C)[CH:44]=7)=[CH:38][CH:37]=6)([CH2:29]5)[CH2:27]3)[CH2:33]4)=[CH:22][CH:21]=2)[CH:10]=[C:11]([C:13]#[C:14][Si](C)(C)C)[CH:12]=1)(C)C.O1CCCC1.C(=O)([O-])[O-].[K+].[K+]. (2) Given the product [C:7]([C:6]1[CH:9]=[C:10]([C:13]2[S:14][C:15]([N:18]3[C:26]([CH3:27])=[C:21]4[CH2:22][N:23]([CH2:30][CH2:29][C:28]([NH2:32])=[O:31])[CH2:24][CH2:25][C:20]4=[N:19]3)=[N:16][N:17]=2)[CH:11]=[CH:12][C:5]=1[O:4][CH:2]([CH3:1])[CH3:3])#[N:8], predict the reactants needed to synthesize it. The reactants are: [CH3:1][CH:2]([O:4][C:5]1[CH:12]=[CH:11][C:10]([C:13]2[S:14][C:15]([N:18]3[C:26]([CH3:27])=[C:21]4[CH2:22][NH:23][CH2:24][CH2:25][C:20]4=[N:19]3)=[N:16][N:17]=2)=[CH:9][C:6]=1[C:7]#[N:8])[CH3:3].[C:28]([NH2:32])(=[O:31])[CH:29]=[CH2:30]. (3) Given the product [ClH:25].[ClH:25].[C:18]1([C@@H:16]2[CH2:17][C@H:15]2[NH:14][C@H:11]2[CH2:10][CH2:9][C@H:8]([NH2:7])[CH2:13][CH2:12]2)[CH:19]=[CH:20][CH:21]=[CH:22][CH:23]=1, predict the reactants needed to synthesize it. The reactants are: C(OC(=O)[NH:7][CH:8]1[CH2:13][CH2:12][CH:11]([NH:14][C@@H:15]2[CH2:17][C@H:16]2[C:18]2[CH:23]=[CH:22][CH:21]=[CH:20][CH:19]=2)[CH2:10][CH2:9]1)(C)(C)C.[ClH:25].